Dataset: Forward reaction prediction with 1.9M reactions from USPTO patents (1976-2016). Task: Predict the product of the given reaction. (1) Given the reactants [CH2:1]([N:8]1[C:12]2[CH:13]=[CH:14][CH:15]=[CH:16][C:11]=2[N:10]=[C:9]1[S:17][CH2:18][C:19]([O:21]CC)=O)[C:2]1[CH:7]=[CH:6][CH:5]=[CH:4][CH:3]=1.O.[NH2:25][NH2:26], predict the reaction product. The product is: [CH2:1]([N:8]1[C:12]2[CH:13]=[CH:14][CH:15]=[CH:16][C:11]=2[N:10]=[C:9]1[S:17][CH2:18][C:19]([NH:25][NH2:26])=[O:21])[C:2]1[CH:7]=[CH:6][CH:5]=[CH:4][CH:3]=1. (2) Given the reactants [CH2:1]([OH:6])[CH2:2][CH2:3][CH2:4][OH:5].CCN(C(C)C)C(C)C.[C:16](Cl)(=[O:23])[C:17]1[CH:22]=[CH:21][CH:20]=[CH:19][CH:18]=1, predict the reaction product. The product is: [C:16]([O:5][CH2:4][CH2:3][CH2:2][CH2:1][OH:6])(=[O:23])[C:17]1[CH:22]=[CH:21][CH:20]=[CH:19][CH:18]=1. (3) Given the reactants C([N:8]1[C:12]2[N:13]=[C:14]([NH:28][C:29]3[CH:34]=[CH:33][C:32]([C:35]#[N:36])=[CH:31][CH:30]=3)[N:15]=[C:16]([O:17][C:18]3[C:25]([CH3:26])=[CH:24][C:21]([C:22]#[N:23])=[CH:20][C:19]=3[CH3:27])[C:11]=2[CH:10]=[CH:9]1)C1C=CC=CC=1.[Cl-].[Al+3].[Cl-].[Cl-], predict the reaction product. The product is: [C:35]([C:32]1[CH:33]=[CH:34][C:29]([NH:28][C:14]2[N:15]=[C:16]([O:17][C:18]3[C:19]([CH3:27])=[CH:20][C:21]([C:22]#[N:23])=[CH:24][C:25]=3[CH3:26])[C:11]3[CH:10]=[CH:9][NH:8][C:12]=3[N:13]=2)=[CH:30][CH:31]=1)#[N:36]. (4) Given the reactants Br.[NH:2]1[CH2:6][CH2:5][N:4]=[C:3]1[C:7]1[CH:13]=[CH:12][CH:11]=[CH:10][C:8]=1[NH2:9].Cl.NO, predict the reaction product. The product is: [NH:2]1[CH:6]=[CH:5][N:4]=[C:3]1[C:7]1[CH:13]=[CH:12][CH:11]=[CH:10][C:8]=1[NH2:9].